Dataset: Retrosynthesis with 50K atom-mapped reactions and 10 reaction types from USPTO. Task: Predict the reactants needed to synthesize the given product. Given the product CC(C)(C)[Si](C)(C)Oc1ccc(NC(=O)CN2CCC(O)(Cc3ccc(Cl)cc3)CC2)cc1, predict the reactants needed to synthesize it. The reactants are: CC(C)(C)[Si](C)(C)Oc1ccc(NC(=O)CCl)cc1.OC1(Cc2ccc(Cl)cc2)CCNCC1.